Dataset: Peptide-MHC class I binding affinity with 185,985 pairs from IEDB/IMGT. Task: Regression. Given a peptide amino acid sequence and an MHC pseudo amino acid sequence, predict their binding affinity value. This is MHC class I binding data. The peptide sequence is KWADNNCYL. The MHC is HLA-A01:01 with pseudo-sequence HLA-A01:01. The binding affinity (normalized) is 0.